This data is from Full USPTO retrosynthesis dataset with 1.9M reactions from patents (1976-2016). The task is: Predict the reactants needed to synthesize the given product. (1) Given the product [CH3:26][O:1][C:2]1[CH:19]=[CH:18][CH:17]=[C:16]2[C:3]=1[O:4][C:5](=[O:23])[C:6]1[C:15]2=[CH:14][CH:13]=[C:12]2[C:7]=1[C:8]([CH3:22])=[CH:9][C:10]([CH3:20])([CH3:21])[NH:11]2, predict the reactants needed to synthesize it. The reactants are: [OH:1][C:2]1[CH:19]=[CH:18][CH:17]=[C:16]2[C:3]=1[O:4][C:5](=[O:23])[C:6]1[C:15]2=[CH:14][CH:13]=[C:12]2[C:7]=1[C:8]([CH3:22])=[CH:9][C:10]([CH3:21])([CH3:20])[NH:11]2.CI.[C:26](=O)([O-])[O-].[K+].[K+]. (2) Given the product [NH2:36][C:34](=[O:35])[CH2:33][N:32]([CH3:31])[C:60]([C:57]1[CH:58]=[C:59]2[C:54]([C:53]([CH:63]([OH:65])[CH3:64])=[CH:52][N:51]2[C:48]2[N:47]=[CH:46][C:45]([C:43]3[CH:44]=[C:39]([CH2:37][CH3:38])[CH:40]=[CH:41][C:42]=3[F:66])=[CH:50][N:49]=2)=[CH:55][CH:56]=1)=[O:62], predict the reactants needed to synthesize it. The reactants are: CN1CCOCC1.CN(C(ON1N=NC2C=CC=CC1=2)=[N+](C)C)C.[B-](F)(F)(F)F.Cl.[CH3:31][NH:32][CH2:33][C:34]([NH2:36])=[O:35].[CH2:37]([C:39]1[CH:40]=[CH:41][C:42]([F:66])=[C:43]([C:45]2[CH:46]=[N:47][C:48]([N:51]3[C:59]4[C:54](=[CH:55][CH:56]=[C:57]([C:60]([OH:62])=O)[CH:58]=4)[C:53]([CH:63]([OH:65])[CH3:64])=[CH:52]3)=[N:49][CH:50]=2)[CH:44]=1)[CH3:38].